From a dataset of Reaction yield outcomes from USPTO patents with 853,638 reactions. Predict the reaction yield, written as a fraction of the theoretical maximum amount of product (1.0 means a 100% yield; for example, 0.34 means a 34% yield). (1) The reactants are [C:1]1(=[O:8])[O:7][C:5](=[O:6])[CH2:4][C:2]1=[CH2:3].[OH-].[NH4+:10]. The catalyst is O1CCCC1. The product is [C:5]([CH2:4][C:2](=[CH2:3])[C:1]([OH:7])=[O:8])(=[O:6])[NH2:10]. The yield is 0.400. (2) The reactants are [CH3:1][C:2]1([CH3:14])[C:6](=[O:7])[C:5]2[CH:8]=[CH:9][C:10]([CH3:13])=[C:11]([CH3:12])[C:4]=2[O:3]1.[N+:15]([O-])([O-:17])=[O:16].[NH4+]. The catalyst is FC(F)(F)C(O)=O.C(Cl)(Cl)Cl. The product is [CH3:1][C:2]1([CH3:14])[C:6](=[O:7])[C:5]2[CH:8]=[C:9]([N+:15]([O-:17])=[O:16])[C:10]([CH3:13])=[C:11]([CH3:12])[C:4]=2[O:3]1. The yield is 0.840. (3) The reactants are [CH3:1][O:2][C:3]([N:5]1[C:13]2[C:8](=[CH:9][C:10]([C:14](=O)[CH3:15])=[CH:11][CH:12]=2)[CH2:7][CH2:6]1)=[O:4].C(N(CC)CC)C.Cl.[OH-:25].[NH4+:26]. The catalyst is C(O)C. The product is [OH:25][N:26]=[C:14]([C:10]1[CH:9]=[C:8]2[C:13](=[CH:12][CH:11]=1)[N:5]([C:3]([O:2][CH3:1])=[O:4])[CH2:6][CH2:7]2)[CH3:15]. The yield is 0.900. (4) The reactants are [NH2:1][CH:2]([C:7]([O:9][CH3:10])=[O:8])[C:3](OC)=O.C(O[CH:14]=[C:15](C#N)[C:16]#[N:17])C.C([N:22](CC)CC)C.C[O-].[Na+].CO. The catalyst is CO.C(O)(=O)C. The product is [NH2:22][C:3]1[C:15]([C:16]#[N:17])=[CH:14][NH:1][C:2]=1[C:7]([O:9][CH3:10])=[O:8]. The yield is 0.610. (5) The reactants are C[O:2][C:3]1[N:8]=[C:7]([O:9]C)[C:6]([C:11]2[CH:16]=[CH:15][CH:14]=[CH:13][C:12]=2[CH3:17])=[CH:5][N:4]=1. The catalyst is CO. The product is [C:12]1([CH3:17])[CH:13]=[CH:14][CH:15]=[CH:16][C:11]=1[C:6]1[C:7](=[O:9])[NH:8][C:3](=[O:2])[NH:4][CH:5]=1. The yield is 0.900. (6) The catalyst is O.C(O)C. The reactants are [OH-].[K+].[Cl:3][C:4]1[C:5]([N:10]2[C:14]([C:15]([O:17]CC)=[O:16])=[CH:13][C:12]([C:20]([F:23])([F:22])[F:21])=[N:11]2)=[N:6][CH:7]=[CH:8][CH:9]=1. The product is [Cl:3][C:4]1[C:5]([N:10]2[C:14]([C:15]([OH:17])=[O:16])=[CH:13][C:12]([C:20]([F:23])([F:21])[F:22])=[N:11]2)=[N:6][CH:7]=[CH:8][CH:9]=1. The yield is 0.930.